From a dataset of Forward reaction prediction with 1.9M reactions from USPTO patents (1976-2016). Predict the product of the given reaction. Given the reactants [CH3:1][O:2][C:3]([C:5]1[S:6][C:7](/[CH:13]=[CH:14]/[C:15]2[CH:16]=[C:17]3[C:22](=[CH:23][CH:24]=2)[N:21]=[C:20]([Cl:25])[CH:19]=[CH:18]3)=[C:8]([N+:10]([O-])=O)[CH:9]=1)=[O:4], predict the reaction product. The product is: [CH3:1][O:2][C:3]([C:5]1[S:6][C:7]2[CH:13]=[C:14]([C:15]3[CH:16]=[C:17]4[C:22](=[CH:23][CH:24]=3)[N:21]=[C:20]([Cl:25])[CH:19]=[CH:18]4)[NH:10][C:8]=2[CH:9]=1)=[O:4].